From a dataset of Full USPTO retrosynthesis dataset with 1.9M reactions from patents (1976-2016). Predict the reactants needed to synthesize the given product. (1) Given the product [Cl:1][C:2]1[CH:3]=[C:4]([NH:14][C:15](=[O:22])[C:16]2[CH:21]=[CH:20][CH:19]=[CH:18][N:17]=2)[CH:5]=[CH:6][C:7]=1[N:8]1[CH2:13][CH2:12][N:11]([C:23](=[O:26])[CH2:24][CH3:25])[CH2:10][CH2:9]1, predict the reactants needed to synthesize it. The reactants are: [Cl:1][C:2]1[CH:3]=[C:4]([NH:14][C:15](=[O:22])[C:16]2[CH:21]=[CH:20][CH:19]=[CH:18][N:17]=2)[CH:5]=[CH:6][C:7]=1[N:8]1[CH2:13][CH2:12][NH:11][CH2:10][CH2:9]1.[C:23](O)(=[O:26])[CH2:24][CH3:25].CCN=C=NCCCN(C)C.Cl.CCN(CC)CC.OC1C2N=NNC=2C=CC=1. (2) Given the product [Cl:1][C:2]1[N:3]([CH2:10][C@:11]([OH:15])([CH3:14])[CH2:12][O:13][CH2:26][O:27][CH3:28])[CH:4]=[C:5]([N+:7]([O-:9])=[O:8])[N:6]=1, predict the reactants needed to synthesize it. The reactants are: [Cl:1][C:2]1[N:3]([CH2:10][C@:11]([OH:15])([CH3:14])[CH2:12][OH:13])[CH:4]=[C:5]([N+:7]([O-:9])=[O:8])[N:6]=1.C(N(CC)C(C)C)(C)C.Cl[CH2:26][O:27][CH3:28]. (3) Given the product [CH3:19][O:20][C:21]1[CH:22]=[C:23]([CH:24]=[CH:25][CH:26]=1)[NH:27][C:28]([O:1][CH2:2][C:3]1[CH:4]=[C:5]([CH:16]=[CH:17][CH:18]=1)[CH2:6][CH:7]([C:8]([O:10][CH3:11])=[O:9])[C:12]([O:14][CH3:15])=[O:13])=[O:29], predict the reactants needed to synthesize it. The reactants are: [OH:1][CH2:2][C:3]1[CH:4]=[C:5]([CH:16]=[CH:17][CH:18]=1)[CH2:6][CH:7]([C:12]([O:14][CH3:15])=[O:13])[C:8]([O:10][CH3:11])=[O:9].[CH3:19][O:20][C:21]1[CH:22]=[C:23]([N:27]=[C:28]=[O:29])[CH:24]=[CH:25][CH:26]=1. (4) Given the product [Cl:1][C:2]1[N:6]([CH2:7][CH2:8][O:9][CH3:10])[N:5]=[CH:4][C:3]=1[NH2:11], predict the reactants needed to synthesize it. The reactants are: [Cl:1][C:2]1[N:6]([CH2:7][CH2:8][O:9][CH3:10])[N:5]=[CH:4][C:3]=1[N+:11]([O-])=O.C(O)(=O)C. (5) The reactants are: [Cl:1][C:2]1[CH:7]=[CH:6][C:5]([CH:8]2[CH:12]([C:13]3[CH:18]=[CH:17][C:16]([Cl:19])=[CH:15][CH:14]=3)[NH:11][C:10]([C:20]3[CH:25]=[CH:24][C:23](I)=[CH:22][C:21]=3[O:27][CH2:28][CH3:29])=[N:9]2)=[CH:4][CH:3]=1.[CH3:30][C:31]([CH3:35])([CH3:34])[C:32]#[CH:33]. Given the product [Cl:1][C:2]1[CH:7]=[CH:6][C:5]([CH:8]2[CH:12]([C:13]3[CH:18]=[CH:17][C:16]([Cl:19])=[CH:15][CH:14]=3)[NH:11][C:10]([C:20]3[CH:25]=[CH:24][C:23]([C:33]#[C:32][C:31]([CH3:35])([CH3:34])[CH3:30])=[CH:22][C:21]=3[O:27][CH2:28][CH3:29])=[N:9]2)=[CH:4][CH:3]=1, predict the reactants needed to synthesize it.